The task is: Regression/Classification. Given a drug SMILES string, predict its toxicity properties. Task type varies by dataset: regression for continuous values (e.g., LD50, hERG inhibition percentage) or binary classification for toxic/non-toxic outcomes (e.g., AMES mutagenicity, cardiotoxicity, hepatotoxicity). Dataset: herg_karim.. This data is from hERG potassium channel inhibition data for cardiac toxicity prediction from Karim et al.. (1) The result is 1 (blocker). The drug is Cc1nc2ccccc2n1C1C[C@H]2CC[C@H](C1)N2CCC1(c2ccccc2)CCN(C(=O)c2ccccc2)CC1. (2) The molecule is COc1ccc(CCNCCCC(C#N)(c2ccc(OC)c(OC)c2)C(C)C)cc1OC. The result is 1 (blocker). (3) The compound is Cc1c(C(=O)Nc2ccc(N3C[C@H](C)O[C@H](C)C3)nc2)cccc1-c1ccc(OC(F)(F)F)cc1. The result is 0 (non-blocker). (4) The compound is Cc1c(C2CCN(C(=O)NC3CC3c3ccccc3)CC2)o[nH]c1=O. The result is 0 (non-blocker). (5) The compound is O=C1COc2ccc(CNC3CCN(CCN4C(=O)COc5ccc(Cl)cc54)CC3)nc2N1. The result is 1 (blocker). (6) The compound is Cc1ccc2c(N3CCN(CCc4cccc5c4CCC(=O)N5C)CC3)cccc2n1. The result is 1 (blocker).